Dataset: Reaction yield outcomes from USPTO patents with 853,638 reactions. Task: Predict the reaction yield, written as a fraction of the theoretical maximum amount of product (1.0 means a 100% yield; for example, 0.34 means a 34% yield). (1) The product is [OH:26][C:22]1[CH:21]=[C:20]([C:19]#[C:18][C:16]2[CH:15]=[N:14][CH:13]=[C:12]([CH:17]=2)[C:10]([N:9]=[S:7]([CH2:3][C:4]([NH:34][CH3:33])=[O:6])(=[O:8])[C:27]2[CH:28]=[CH:29][CH:30]=[CH:31][CH:32]=2)=[O:11])[CH:25]=[CH:24][CH:23]=1. The reactants are C([C@H:3]([S:7]([C:27]1[CH:32]=[CH:31][CH:30]=[CH:29][CH:28]=1)(=[N:9][C:10]([C:12]1[CH:13]=[N:14][CH:15]=[C:16]([C:18]#[C:19][C:20]2[CH:25]=[CH:24][CH:23]=[C:22]([OH:26])[CH:21]=2)[CH:17]=1)=[O:11])=[O:8])[C:4]([O-:6])=O)C.[CH3:33][NH2:34]. No catalyst specified. The yield is 0.900. (2) The reactants are C[N:2](C)[CH:3]=[CH:4][C:5]([C:7]1[C:12](=[O:13])[CH:11]=[CH:10][N:9]([C:14]2[CH:19]=[CH:18][C:17]([N:20]3[CH2:25][CH2:24][O:23][CH2:22][CH2:21]3)=[CH:16][CH:15]=2)[N:8]=1)=O.[CH:27]1([NH:32]N)[CH2:31][CH2:30][CH2:29][CH2:28]1. The catalyst is CO. The product is [CH:27]1([N:32]2[C:5]([C:7]3[C:12](=[O:13])[CH:11]=[CH:10][N:9]([C:14]4[CH:15]=[CH:16][C:17]([N:20]5[CH2:21][CH2:22][O:23][CH2:24][CH2:25]5)=[CH:18][CH:19]=4)[N:8]=3)=[CH:4][CH:3]=[N:2]2)[CH2:31][CH2:30][CH2:29][CH2:28]1. The yield is 0.0900. (3) The reactants are I[C:2]1[C:7]([Br:8])=[CH:6][C:5]([Br:9])=[CH:4][N:3]=1.[F-].[K+].[F:12][C:13]([Si](C)(C)C)([F:15])[F:14].N. The catalyst is CN1C(=O)CCC1.[Cu]I. The product is [Br:8][C:7]1[C:2]([C:13]([F:15])([F:14])[F:12])=[N:3][CH:4]=[C:5]([Br:9])[CH:6]=1. The yield is 0.460. (4) The reactants are FC(F)(F)S(O[C:7]1[CH:12]=[CH:11][C:10]([N:13]2[CH:18]=[C:17]([O:19][CH3:20])[C:16](=[O:21])[C:15]([C:22]3[N:26]([C:27]4[CH:32]=[CH:31][CH:30]=[CH:29][CH:28]=4)[N:25]=[CH:24][CH:23]=3)=[N:14]2)=[C:9]([F:33])[CH:8]=1)(=O)=O.Cl.[F:37][C:38]1([F:43])[CH2:42][CH2:41][NH:40][CH2:39]1.CC1(C)C2C(=C(P(C3C=CC=CC=3)C3C=CC=CC=3)C=CC=2)OC2C(P(C3C=CC=CC=3)C3C=CC=CC=3)=CC=CC1=2.CC([O-])(C)C.[Na+]. The catalyst is O1CCOCC1.C1C=CC(/C=C/C(/C=C/C2C=CC=CC=2)=O)=CC=1.C1C=CC(/C=C/C(/C=C/C2C=CC=CC=2)=O)=CC=1.C1C=CC(/C=C/C(/C=C/C2C=CC=CC=2)=O)=CC=1.[Pd].[Pd].O. The product is [F:37][C:38]1([F:43])[CH2:42][CH2:41][N:40]([C:7]2[CH:12]=[CH:11][C:10]([N:13]3[CH:18]=[C:17]([O:19][CH3:20])[C:16](=[O:21])[C:15]([C:22]4[N:26]([C:27]5[CH:32]=[CH:31][CH:30]=[CH:29][CH:28]=5)[N:25]=[CH:24][CH:23]=4)=[N:14]3)=[C:9]([F:33])[CH:8]=2)[CH2:39]1. The yield is 0.110. (5) The reactants are [Br:1][C:2]1[CH:17]=[CH:16][C:5]([C:6]([O:8][CH2:9][C:10]2[CH:15]=[CH:14][CH:13]=[CH:12][CH:11]=2)=[O:7])=[C:4](F)[CH:3]=1.[CH2:19]([NH2:23])[CH2:20][CH2:21][CH3:22].C(=O)([O-])[O-].[Cs+].[Cs+]. The yield is 0.140. The product is [Br:1][C:2]1[CH:17]=[CH:16][C:5]([C:6]([O:8][CH2:9][C:10]2[CH:15]=[CH:14][CH:13]=[CH:12][CH:11]=2)=[O:7])=[C:4]([NH:23][CH2:19][CH2:20][CH2:21][CH3:22])[CH:3]=1. The catalyst is CS(C)=O. (6) The reactants are [BH4-].[Na+].[CH:3](=[O:13])[CH2:4][CH2:5]/[CH:6]=[CH:7]/[CH2:8][CH2:9][CH2:10][CH2:11][CH3:12].[NH4+].[Cl-]. The catalyst is CO. The product is [CH2:3]([OH:13])[CH2:4][CH2:5]/[CH:6]=[CH:7]/[CH2:8][CH2:9][CH2:10][CH2:11][CH3:12]. The yield is 0.970. (7) The reactants are [CH2:1]([O:3][C:4](=[O:14])[NH:5][C:6]1[CH:11]=[CH:10][C:9]([CH:12]=[O:13])=[CH:8][CH:7]=1)[CH3:2].[N+:15]([O-])([O-:17])=[O:16].[Na+]. The catalyst is S(=O)(=O)(O)O. The product is [CH2:1]([O:3][C:4](=[O:14])[NH:5][C:6]1[CH:11]=[CH:10][C:9]([CH:12]=[O:13])=[CH:8][C:7]=1[N+:15]([O-:17])=[O:16])[CH3:2]. The yield is 0.910. (8) The reactants are [Cl:1][C:2]1[CH:7]=[CH:6][C:5]([CH2:8][NH:9][C:10](=[O:27])[C:11]2[C:16]([CH3:17])=[CH:15][C:14]([N:18]3[CH2:23][CH2:22][O:21][CH2:20][CH2:19]3)=[CH:13][C:12]=2[C:24]([CH3:26])=[CH2:25])=[CH:4][CH:3]=1. The catalyst is C(OCC)(=O)C. The product is [Cl:1][C:2]1[CH:7]=[CH:6][C:5]([CH2:8][NH:9][C:10](=[O:27])[C:11]2[C:16]([CH3:17])=[CH:15][C:14]([N:18]3[CH2:19][CH2:20][O:21][CH2:22][CH2:23]3)=[CH:13][C:12]=2[CH:24]([CH3:25])[CH3:26])=[CH:4][CH:3]=1. The yield is 0.570. (9) The reactants are [CH3:1][C:2]1([CH3:14])[O:6][C@@H:5]([CH2:7][CH2:8]OS(C)(=O)=O)[CH2:4][O:3]1.[N-:15]=[N+:16]=[N-:17].[Na+]. The catalyst is CN(C)C=O. The product is [N:15]([CH2:8][CH2:7][C@H:5]1[CH2:4][O:3][C:2]([CH3:14])([CH3:1])[O:6]1)=[N+:16]=[N-:17]. The yield is 0.880.